This data is from Reaction yield outcomes from USPTO patents with 853,638 reactions. The task is: Predict the reaction yield, written as a fraction of the theoretical maximum amount of product (1.0 means a 100% yield; for example, 0.34 means a 34% yield). (1) The reactants are [NH2:1][C:2]1[N:3]=[CH:4][C:5]([C:8]2[C:9]([F:19])=[C:10]([OH:18])[C:11]([CH:14]3[CH2:17][CH2:16][CH2:15]3)=[CH:12][CH:13]=2)=[N:6][CH:7]=1.Cl[C:21]1[N:26]=[C:25]([CH3:27])[CH:24]=[CH:23][N:22]=1.C([O-])([O-])=O.[K+].[K+]. The catalyst is CS(C)=O. The product is [CH:14]1([C:11]2[CH:12]=[CH:13][C:8]([C:5]3[N:6]=[CH:7][C:2]([NH2:1])=[N:3][CH:4]=3)=[C:9]([F:19])[C:10]=2[O:18][C:21]2[N:26]=[C:25]([CH3:27])[CH:24]=[CH:23][N:22]=2)[CH2:15][CH2:16][CH2:17]1. The yield is 0.450. (2) The catalyst is O1CCCC1. The yield is 0.950. The product is [CH:1]([N:4]1[C:12]2[CH:11]=[C:10]([C:13]3[CH:18]=[CH:17][N:16]=[N:15][CH:14]=3)[CH:9]=[C:8]([C:19]([OH:21])=[O:20])[C:7]=2[C:6]([CH3:23])=[CH:5]1)([CH3:3])[CH3:2]. The reactants are [CH:1]([N:4]1[C:12]2[CH:11]=[C:10]([C:13]3[CH:18]=[CH:17][N:16]=[N:15][CH:14]=3)[CH:9]=[C:8]([C:19]([O:21]C)=[O:20])[C:7]=2[C:6]([CH3:23])=[CH:5]1)([CH3:3])[CH3:2].CO.[OH-].[Li+].O. (3) The reactants are Cl[C:2]1[CH:7]=[C:6]([C:8]([OH:10])=[O:9])[CH:5]=[CH:4][N:3]=1.O.[NH2:12][NH2:13]. The catalyst is O1CCOCC1. The product is [NH:12]([C:2]1[CH:7]=[C:6]([C:8]([OH:10])=[O:9])[CH:5]=[CH:4][N:3]=1)[NH2:13]. The yield is 0.420. (4) The reactants are Cl.C([O:5][C:6]1[CH:11]=[CH:10][CH:9]=[C:8]([C:12](=[O:23])[NH:13][C:14]2[S:15][C:16]([S:19]([CH3:22])(=[O:21])=[O:20])=[CH:17][N:18]=2)[CH:7]=1)(=O)C. The catalyst is O1CCCC1. The product is [OH:5][C:6]1[CH:7]=[C:8]([CH:9]=[CH:10][CH:11]=1)[C:12]([NH:13][C:14]1[S:15][C:16]([S:19]([CH3:22])(=[O:21])=[O:20])=[CH:17][N:18]=1)=[O:23]. The yield is 0.560.